Dataset: Full USPTO retrosynthesis dataset with 1.9M reactions from patents (1976-2016). Task: Predict the reactants needed to synthesize the given product. (1) Given the product [F:22][C:16]1[CH:15]=[C:14]([C:11]2[O:12][C:13]3[C:5]([CH2:3][OH:2])=[CH:6][C:7]([O:23][CH3:24])=[CH:8][C:9]=3[CH:10]=2)[CH:19]=[CH:18][C:17]=1[O:20][CH3:21], predict the reactants needed to synthesize it. The reactants are: C[O:2][C:3]([C:5]1[C:13]2[O:12][C:11]([C:14]3[CH:19]=[CH:18][C:17]([O:20][CH3:21])=[C:16]([F:22])[CH:15]=3)=[CH:10][C:9]=2[CH:8]=[C:7]([O:23][CH3:24])[CH:6]=1)=O.[Li]. (2) The reactants are: Cl.[Cl:2][CH2:3][CH2:4][NH:5][CH2:6][CH2:7][Cl:8].[OH-].[Na+].[CH3:11][C:12]([O:15][C:16](O[C:16]([O:15][C:12]([CH3:14])([CH3:13])[CH3:11])=[O:17])=[O:17])([CH3:14])[CH3:13]. Given the product [C:12]([O:15][C:16](=[O:17])[N:5]([CH2:6][CH2:7][Cl:8])[CH2:4][CH2:3][Cl:2])([CH3:14])([CH3:13])[CH3:11], predict the reactants needed to synthesize it. (3) Given the product [SH:1][CH:3]1[CH2:8][CH2:7][N:6]([C:9]([O:11][C:12]([CH3:15])([CH3:14])[CH3:13])=[O:10])[CH2:5][CH2:4]1, predict the reactants needed to synthesize it. The reactants are: [SH2:1].O=[C:3]1[CH2:8][CH2:7][N:6]([C:9]([O:11][C:12]([CH3:15])([CH3:14])[CH3:13])=[O:10])[CH2:5][CH2:4]1.[BH4-].[Na+]. (4) Given the product [C:16]([O:20][C:21]([N:23]1[CH2:28][CH2:27][N:26]([CH2:11][C:10]2[CH:13]=[CH:14][CH:15]=[C:8]([C:6]3[CH:5]=[CH:4][N:3]=[C:2]([Cl:1])[N:7]=3)[CH:9]=2)[CH2:25][CH:24]1[CH2:29][C:30]1[CH:31]=[CH:32][CH:33]=[CH:34][CH:35]=1)=[O:22])([CH3:19])([CH3:17])[CH3:18], predict the reactants needed to synthesize it. The reactants are: [Cl:1][C:2]1[N:7]=[C:6]([C:8]2[CH:9]=[C:10]([CH:13]=[CH:14][CH:15]=2)[CH:11]=O)[CH:5]=[CH:4][N:3]=1.[C:16]([O:20][C:21]([N:23]1[CH2:28][CH2:27][NH:26][CH2:25][CH:24]1[CH2:29][C:30]1[CH:35]=[CH:34][CH:33]=[CH:32][CH:31]=1)=[O:22])([CH3:19])([CH3:18])[CH3:17]. (5) Given the product [N:29]([CH2:12][CH:13]1[CH2:17][C:16]2[CH:18]=[CH:19][CH:20]=[C:21]([C:22]3[CH:27]=[CH:26][CH:25]=[C:24]([CH3:28])[CH:23]=3)[C:15]=2[O:14]1)=[N+:30]=[N-:31], predict the reactants needed to synthesize it. The reactants are: CC1C=CC(S(O[CH2:12][CH:13]2[CH2:17][C:16]3[CH:18]=[CH:19][CH:20]=[C:21]([C:22]4[CH:27]=[CH:26][CH:25]=[C:24]([CH3:28])[CH:23]=4)[C:15]=3[O:14]2)(=O)=O)=CC=1.[N-:29]=[N+:30]=[N-:31].[Na+].N(CC1CC2C=C(Cl)C=C(C3C=CSC=3)C=2O1)=[N+]=[N-]. (6) Given the product [CH3:11][O:12][C:13]1[CH:19]=[CH:18][C:16]([NH:17][C:2]2[CH:7]=[CH:6][C:5]([N+:8]([O-:10])=[O:9])=[CH:4][CH:3]=2)=[CH:15][CH:14]=1, predict the reactants needed to synthesize it. The reactants are: Br[C:2]1[CH:7]=[CH:6][C:5]([N+:8]([O-:10])=[O:9])=[CH:4][CH:3]=1.[CH3:11][O:12][C:13]1[CH:19]=[CH:18][C:16]([NH2:17])=[CH:15][CH:14]=1. (7) Given the product [C:1]([C:3]1[CH:8]=[CH:7][C:6]([C:9]2[CH:10]=[N:11][N:12]([CH2:22][C:23]([NH:28][CH2:29][CH2:30][OH:31])=[O:24])[C:13]=2[C:14]2[CH:15]=[CH:16][C:17]([C:20]#[N:21])=[CH:18][CH:19]=2)=[CH:5][CH:4]=1)#[N:2], predict the reactants needed to synthesize it. The reactants are: [C:1]([C:3]1[CH:8]=[CH:7][C:6]([C:9]2[CH:10]=[N:11][N:12]([CH2:22][C:23](OCC)=[O:24])[C:13]=2[C:14]2[CH:19]=[CH:18][C:17]([C:20]#[N:21])=[CH:16][CH:15]=2)=[CH:5][CH:4]=1)#[N:2].[NH2:28][CH2:29][CH2:30][OH:31].C(N(CC)CC)C.O. (8) Given the product [CH:23]1([CH2:22][O:1][C:2]2[CH:11]=[C:10]([N+:12]([O-:14])=[O:13])[CH:9]=[CH:8][C:3]=2[C:4]([O:6][CH3:7])=[O:5])[CH2:25][CH2:24]1, predict the reactants needed to synthesize it. The reactants are: [OH:1][C:2]1[CH:11]=[C:10]([N+:12]([O-:14])=[O:13])[CH:9]=[CH:8][C:3]=1[C:4]([O:6][CH3:7])=[O:5].C([O-])([O-])=O.[K+].[K+].Br[CH2:22][CH:23]1[CH2:25][CH2:24]1. (9) Given the product [Cl:1][C:2]1[N:3]=[C:4]([NH:21][C@H:22]([CH2:23][CH2:24][CH3:25])[CH2:26][OH:27])[C:5]2[S:10][CH2:9][CH2:8][C:6]=2[N:7]=1, predict the reactants needed to synthesize it. The reactants are: [Cl:1][C:2]1[N:3]=[C:4](Cl)[C:5]2[S:10][CH2:9][CH2:8][C:6]=2[N:7]=1.C(N(C(C)C)CC)(C)C.[NH2:21][C@@H:22]([CH2:26][OH:27])[CH2:23][CH2:24][CH3:25]. (10) Given the product [CH3:1][S:2]([C:5]1[CH:10]=[CH:9][CH:8]=[CH:7][C:6]=1[S:11]([NH:15][C:16]1[CH:17]=[C:18]2[C:22](=[CH:23][CH:24]=1)[NH:21][N:20]=[C:19]2[C:25]#[C:26][C:27]1[CH:28]=[CH:29][CH:30]=[CH:31][CH:32]=1)(=[O:13])=[O:12])(=[O:4])=[O:3], predict the reactants needed to synthesize it. The reactants are: [CH3:1][S:2]([C:5]1[CH:10]=[CH:9][CH:8]=[CH:7][C:6]=1[S:11](Cl)(=[O:13])=[O:12])(=[O:4])=[O:3].[NH2:15][C:16]1[CH:17]=[C:18]2[C:22](=[CH:23][CH:24]=1)[NH:21][N:20]=[C:19]2[C:25]#[C:26][C:27]1[CH:32]=[CH:31][CH:30]=[CH:29][CH:28]=1.